From a dataset of Retrosynthesis with 50K atom-mapped reactions and 10 reaction types from USPTO. Predict the reactants needed to synthesize the given product. (1) Given the product Cc1ccc(S(=O)(=O)OCC2Cc3cccc(-c4ccc(F)cc4F)c3O2)cc1, predict the reactants needed to synthesize it. The reactants are: Cc1ccc(S(=O)(=O)OCC2Cc3cccc(Br)c3O2)cc1.OB(O)c1ccc(F)cc1F. (2) Given the product COc1ccccc1N1CCN(CCc2c(C)c3ccc(OC)c(OC)c3oc2=O)CC1, predict the reactants needed to synthesize it. The reactants are: COc1ccc2c(C)c(CCCl)c(=O)oc2c1OC.COc1ccccc1N1CCNCC1. (3) Given the product CC(C)(C)[Si](C)(C)Oc1ccc(C2CCC(=NCc3ccccc3)CC2)c(O[Si](C)(C)C(C)(C)C)c1, predict the reactants needed to synthesize it. The reactants are: CC(C)(C)[Si](C)(C)Oc1ccc(C2CCC(=O)CC2)c(O[Si](C)(C)C(C)(C)C)c1.NCc1ccccc1. (4) Given the product Cc1ccc(Oc2ccc3nc(NC(=O)c4cocn4)sc3n2)cc1NC(=O)c1cccc(C2(C#N)CC2)c1, predict the reactants needed to synthesize it. The reactants are: Cc1ccc(Oc2ccc3nc(N)sc3n2)cc1NC(=O)c1cccc(C2(C#N)CC2)c1.O=C(Cl)c1cocn1. (5) Given the product O=C(Nc1ccc2ccc(Oc3ccccc3)nc2n1)C1=CSCCS1, predict the reactants needed to synthesize it. The reactants are: Nc1ccc2ccc(Oc3ccccc3)nc2n1.O=C(O)C1=CSCCS1.